Dataset: Forward reaction prediction with 1.9M reactions from USPTO patents (1976-2016). Task: Predict the product of the given reaction. (1) Given the reactants [F:1][C:2]([F:24])([F:23])[C:3]1[CH:8]=[CH:7][C:6]([NH:9][C:10]([NH:12][C:13]2([C:19]([O:21]C)=O)[CH2:18][CH2:17][CH2:16][CH2:15][CH2:14]2)=[O:11])=[CH:5][CH:4]=1.O[Li].O, predict the reaction product. The product is: [F:23][C:2]([F:1])([F:24])[C:3]1[CH:4]=[CH:5][C:6]([N:9]2[C:19](=[O:21])[C:13]3([CH2:14][CH2:15][CH2:16][CH2:17][CH2:18]3)[NH:12][C:10]2=[O:11])=[CH:7][CH:8]=1. (2) Given the reactants [F:1][C:2]([F:28])([F:27])[C:3]1[CH:8]=[CH:7][C:6]([C:9]2[CH:14]=[CH:13][CH:12]=[CH:11][C:10]=2[C:15]([NH:17][C:18]2[CH:26]=[CH:25][C:21]([C:22](O)=[O:23])=[CH:20][CH:19]=2)=[O:16])=[CH:5][CH:4]=1.CCN=C=NCCCN(C)C.Cl.[N:41]1[CH:46]=[CH:45][CH:44]=[CH:43][C:42]=1[CH2:47][CH2:48][NH2:49].C(OCC)(=O)C, predict the reaction product. The product is: [N:41]1[CH:46]=[CH:45][CH:44]=[CH:43][C:42]=1[CH2:47][CH2:48][NH:49][C:22]([C:21]1[CH:20]=[CH:19][C:18]([NH:17][C:15]([C:10]2[C:9]([C:6]3[CH:7]=[CH:8][C:3]([C:2]([F:1])([F:27])[F:28])=[CH:4][CH:5]=3)=[CH:14][CH:13]=[CH:12][CH:11]=2)=[O:16])=[CH:26][CH:25]=1)=[O:23]. (3) Given the reactants [F:1][C:2]([F:28])([F:27])[C:3]1[CH:4]=[C:5]([N:9]([CH2:19][C:20](OC(C)(C)C)=[O:21])[S:10]([C:13]2[CH:18]=[CH:17][CH:16]=[CH:15][CH:14]=2)(=[O:12])=[O:11])[CH:6]=[CH:7][CH:8]=1.[CH3:29][N:30]1[CH2:35][CH2:34][NH:33][CH2:32][CH2:31]1.CCN(CC)CC.C(Cl)CCl.C1C=CC2N(O)N=NC=2C=1, predict the reaction product. The product is: [CH3:29][N:30]1[CH2:35][CH2:34][N:33]([C:20](=[O:21])[CH2:19][N:9]([C:5]2[CH:6]=[CH:7][CH:8]=[C:3]([C:2]([F:1])([F:27])[F:28])[CH:4]=2)[S:10]([C:13]2[CH:14]=[CH:15][CH:16]=[CH:17][CH:18]=2)(=[O:12])=[O:11])[CH2:32][CH2:31]1. (4) Given the reactants [Cl:1][C:2]1[C:7]2[NH:8]C(=O)[O:10][C:11](=O)[C:6]=2[CH:5]=[CH:4][CH:3]=1.[Br:14][C:15]1[C:16]([CH3:22])=[C:17]([CH:19]=[CH:20][CH:21]=1)[NH2:18], predict the reaction product. The product is: [NH2:8][C:7]1[C:2]([Cl:1])=[CH:3][CH:4]=[CH:5][C:6]=1[C:11]([NH:18][C:17]1[CH:19]=[CH:20][CH:21]=[C:15]([Br:14])[C:16]=1[CH3:22])=[O:10]. (5) Given the reactants [NH2:1][C:2]([CH3:39])([CH3:38])[C:3]([NH:5][C@H:6]([CH2:34][CH:35]([CH3:37])[CH3:36])[C:7]([NH:9][CH:10]1[CH2:19][C:18]2[C:13](=[C:14]([N:20]3[C:24](=[O:25])[CH2:23][CH2:22][C:21]3=[O:26])[CH:15]=[CH:16][CH:17]=2)[N:12]([CH2:27][C:28]2[CH:32]=[CH:31][S:30][CH:29]=2)[C:11]1=[O:33])=[O:8])=[O:4].[ClH:40], predict the reaction product. The product is: [ClH:40].[NH2:1][C:2]([CH3:38])([CH3:39])[C:3]([NH:5][C@H:6]([CH2:34][CH:35]([CH3:36])[CH3:37])[C:7]([NH:9][CH:10]1[CH2:19][C:18]2[C:13](=[C:14]([N:20]3[C:21](=[O:26])[CH2:22][CH2:23][C:24]3=[O:25])[CH:15]=[CH:16][CH:17]=2)[N:12]([CH2:27][C:28]2[CH:32]=[CH:31][S:30][CH:29]=2)[C:11]1=[O:33])=[O:8])=[O:4].